Task: Predict the reaction yield, written as a fraction of the theoretical maximum amount of product (1.0 means a 100% yield; for example, 0.34 means a 34% yield).. Dataset: Reaction yield outcomes from USPTO patents with 853,638 reactions The reactants are [Cl:1][C:2]1[N:7]=[C:6](Cl)[C:5]([N+:9]([O-:11])=[O:10])=[CH:4][N:3]=1.[CH2:12]([CH2:14][NH2:15])[OH:13]. The catalyst is CO. The product is [Cl:1][C:2]1[N:7]=[C:6]([NH:15][CH2:14][CH2:12][OH:13])[C:5]([N+:9]([O-:11])=[O:10])=[CH:4][N:3]=1. The yield is 0.850.